From a dataset of Reaction yield outcomes from USPTO patents with 853,638 reactions. Predict the reaction yield, written as a fraction of the theoretical maximum amount of product (1.0 means a 100% yield; for example, 0.34 means a 34% yield). (1) The reactants are C1OCCOCCOCCOCCOCCOC1.CCC([O-])(C)C.[K+].C1(C)C=CC=CC=1.[NH:33]1[CH:37]=[CH:36][CH:35]=[CH:34]1.Cl[CH2:39][N:40]1[CH2:44][CH:43]([CH2:45][CH2:46][CH3:47])[CH2:42][C:41]1=[O:48]. The catalyst is CCOCC. The product is [CH2:45]([CH:43]1[CH2:44][N:40]([CH2:39][N:33]2[CH:37]=[CH:36][CH:35]=[CH:34]2)[C:41](=[O:48])[CH2:42]1)[CH2:46][CH3:47]. The yield is 0.150. (2) The reactants are [CH3:1][CH:2]([NH:4][C:5]1[N:13]=[C:12]2[C:8]([N:9]=[C:10]([NH:21][C:22]3[C:27]([F:28])=[CH:26][C:25]([F:29])=[CH:24][C:23]=3[F:30])[N:11]2[C@@H:14]([CH3:20])[CH2:15][CH2:16][C:17]([NH2:19])=[O:18])=[CH:7][N:6]=1)[CH3:3].CC(NC1N=C2C(N=C(NC3C(F)=CC(F)=CC=3F)N2[C@H](C)CCC(OC)=O)=CN=1)C. No catalyst specified. The product is [CH3:3][CH:2]([NH:4][C:5]1[N:13]=[C:12]2[C:8]([N:9]=[C:10]([NH:21][C:22]3[C:23]([F:30])=[CH:24][C:25]([F:29])=[CH:26][C:27]=3[F:28])[N:11]2[C@H:14]([CH3:20])[CH2:15][CH2:16][C:17]([NH2:19])=[O:18])=[CH:7][N:6]=1)[CH3:1]. The yield is 0.570. (3) The reactants are [C:1]([O:5][C:6]([NH:8][CH2:9][CH:10]=O)=[O:7])([CH3:4])([CH3:3])[CH3:2].[CH2:12]([O:19][C:20](=[O:33])[NH:21][CH2:22][CH2:23][CH2:24][CH2:25][C:26]1[CH:31]=[CH:30][C:29]([NH2:32])=[CH:28][CH:27]=1)[C:13]1[CH:18]=[CH:17][CH:16]=[CH:15][CH:14]=1.C(O)(=O)C.[BH-](OC(C)=O)(OC(C)=O)OC(C)=O.[Na+].Cl. The catalyst is ClCCCl.O. The product is [CH2:12]([O:19][C:20](=[O:33])[NH:21][CH2:22][CH2:23][CH2:24][CH2:25][C:26]1[CH:31]=[CH:30][C:29]([NH:32][CH2:10][CH2:9][NH:8][C:6]([O:5][C:1]([CH3:2])([CH3:3])[CH3:4])=[O:7])=[CH:28][CH:27]=1)[C:13]1[CH:18]=[CH:17][CH:16]=[CH:15][CH:14]=1. The yield is 0.470.